Task: Predict the product of the given reaction.. Dataset: Forward reaction prediction with 1.9M reactions from USPTO patents (1976-2016) (1) The product is: [C:1]([O:4][C:5]1[C:10]([CH3:11])=[CH:9][C:8]([CH2:12][Br:15])=[CH:7][C:6]=1[CH3:14])(=[O:3])[CH3:2]. Given the reactants [C:1]([O:4][C:5]1[C:10]([CH3:11])=[CH:9][C:8]([CH2:12]O)=[CH:7][C:6]=1[CH3:14])(=[O:3])[CH3:2].[Br:15]C(Br)(Br)Br.C1(P(C2C=CC=CC=2)C2C=CC=CC=2)C=CC=CC=1, predict the reaction product. (2) Given the reactants Br[CH2:2][C:3](Br)=[O:4].[CH2:6]([NH:8][CH2:9][CH3:10])[CH3:7].[C:11]([C:15]1[CH:20]=[CH:19][C:18]([S:21]([NH:24][C:25]2[CH:26]=[N:27][C:28]([O:31][CH3:32])=[CH:29][CH:30]=2)(=[O:23])=[O:22])=[CH:17][CH:16]=1)([CH3:14])([CH3:13])[CH3:12], predict the reaction product. The product is: [C:11]([C:15]1[CH:16]=[CH:17][C:18]([S:21]([N:24]([C:25]2[CH:26]=[N:27][C:28]([O:31][CH3:32])=[CH:29][CH:30]=2)[CH2:2][C:3]([N:8]([CH2:9][CH3:10])[CH2:6][CH3:7])=[O:4])(=[O:22])=[O:23])=[CH:19][CH:20]=1)([CH3:14])([CH3:12])[CH3:13]. (3) Given the reactants [C:1]([O:5][C:6](=[O:46])[CH2:7][CH2:8][CH2:9][CH2:10][CH2:11][CH2:12][CH2:13][CH2:14][CH2:15][CH2:16][CH2:17][CH2:18][CH2:19][CH2:20][CH2:21][CH2:22][C:23](=[O:45])[N:24]([CH2:34][C:35]([O:37]CC1C=CC=CC=1)=[O:36])[CH2:25][CH2:26][C:27]([O:29][C:30]([CH3:33])([CH3:32])[CH3:31])=[O:28])([CH3:4])([CH3:3])[CH3:2], predict the reaction product. The product is: [C:1]([O:5][C:6](=[O:46])[CH2:7][CH2:8][CH2:9][CH2:10][CH2:11][CH2:12][CH2:13][CH2:14][CH2:15][CH2:16][CH2:17][CH2:18][CH2:19][CH2:20][CH2:21][CH2:22][C:23](=[O:45])[N:24]([CH2:25][CH2:26][C:27]([O:29][C:30]([CH3:33])([CH3:32])[CH3:31])=[O:28])[CH2:34][C:35]([OH:37])=[O:36])([CH3:4])([CH3:2])[CH3:3]. (4) Given the reactants [CH:1]1[CH:6]=[C:5]2[C:7]([C:9](O)([OH:12])[C:10](=[O:11])[C:4]2=[CH:3][CH:2]=1)=[O:8].[CH3:14][C:15]1[CH:16]=[C:17]([OH:22])[CH:18]=[CH:19][C:20]=1[CH3:21], predict the reaction product. The product is: [OH:11][C:10]12[C:4]3[C:5](=[CH:6][CH:1]=[CH:2][CH:3]=3)[C:7](=[O:8])[C:9]1([OH:12])[C:18]1[CH:19]=[C:20]([CH3:21])[C:15]([CH3:14])=[CH:16][C:17]=1[O:22]2. (5) Given the reactants [C:1]([C:3]([C:6]1[CH:13]=[CH:12][C:9]([C:10]#[N:11])=[CH:8][CH:7]=1)([CH3:5])[CH3:4])#[N:2].COCCO[AlH2-]OCCOC.[Na+], predict the reaction product. The product is: [NH2:11][CH2:10][C:9]1[CH:12]=[CH:13][C:6]([C:3]([CH3:5])([CH3:4])[C:1]#[N:2])=[CH:7][CH:8]=1. (6) Given the reactants [CH2:1]([NH:8][S:9]([C:12]1[CH:17]=[CH:16][C:15](Br)=[CH:14][CH:13]=1)(=[O:11])=[O:10])[C:2]1[CH:7]=[CH:6][CH:5]=[CH:4][CH:3]=1.C([O-])(=O)C.[K+].[CH3:24][O:25][C:26]1[CH:31]=[CH:30][N:29]=[C:28]([CH2:32][CH2:33][C:34]2[NH:43][C:37]3=[N:38][CH:39]=[C:40](I)[CH:41]=[C:36]3[N:35]=2)[CH:27]=1.C(=O)([O-])[O-].[K+].[K+].[Cl-].[Li+], predict the reaction product. The product is: [CH2:1]([NH:8][S:9]([C:12]1[CH:17]=[CH:16][C:15]([C:40]2[CH:41]=[C:36]3[N:35]=[C:34]([CH2:33][CH2:32][C:28]4[CH:27]=[C:26]([O:25][CH3:24])[CH:31]=[CH:30][N:29]=4)[NH:43][C:37]3=[N:38][CH:39]=2)=[CH:14][CH:13]=1)(=[O:11])=[O:10])[C:2]1[CH:7]=[CH:6][CH:5]=[CH:4][CH:3]=1. (7) The product is: [CH2:19]([O:5][C:4](=[O:6])[C:3]1[CH:7]=[CH:8][C:9]([N+:11]([O-:13])=[O:12])=[CH:10][C:2]=1[CH3:1])[CH3:20]. Given the reactants [CH3:1][C:2]1[CH:10]=[C:9]([N+:11]([O-:13])=[O:12])[CH:8]=[CH:7][C:3]=1[C:4]([OH:6])=[O:5].S(=O)(=O)(O)O.[CH3:19][CH2:20]O, predict the reaction product. (8) Given the reactants [F:1][C:2]1[CH:3]=[C:4]([C:8]2[CH:16]=[CH:15][C:11]([C:12]([OH:14])=O)=[CH:10][N:9]=2)[CH:5]=[CH:6][CH:7]=1.[C:17]([O:21][C:22](=[O:31])[NH:23][C@H:24]1[CH2:29][CH2:28][CH2:27][C@@H:26]([NH2:30])[CH2:25]1)([CH3:20])([CH3:19])[CH3:18], predict the reaction product. The product is: [C:17]([O:21][C:22](=[O:31])[NH:23][C@H:24]1[CH2:29][CH2:28][CH2:27][C@@H:26]([NH:30][C:12]([C:11]2[CH:10]=[N:9][C:8]([C:4]3[CH:5]=[CH:6][CH:7]=[C:2]([F:1])[CH:3]=3)=[CH:16][CH:15]=2)=[O:14])[CH2:25]1)([CH3:20])([CH3:18])[CH3:19]. (9) Given the reactants [NH2:1][CH:2]1[CH:7]2[CH:3]1[CH2:4][N:5]([C:8]([O:10][C:11]([CH3:14])([CH3:13])[CH3:12])=[O:9])[CH2:6]2.[N-:15]=[N+:16]=[N-:17].[Na+].[C:19](O)(=O)C, predict the reaction product. The product is: [N:1]1([CH:2]2[CH:7]3[CH:3]2[CH2:4][N:5]([C:8]([O:10][C:11]([CH3:14])([CH3:13])[CH3:12])=[O:9])[CH2:6]3)[CH:19]=[N:17][N:16]=[N:15]1. (10) Given the reactants [F:1][C:2]1[CH:12]=[CH:11][CH:10]=[C:9]([F:13])[C:3]=1[C:4]([N:6]=[C:7]=[O:8])=[O:5].[CH3:14][NH:15][C:16]1[CH:21]=[CH:20][C:19]([S:22][C:23]([F:28])([F:27])[CH:24]([F:26])[F:25])=[CH:18][CH:17]=1.CCCCCC, predict the reaction product. The product is: [F:1][C:2]1[CH:12]=[CH:11][CH:10]=[C:9]([F:13])[C:3]=1[C:4]([NH:6][C:7](=[O:8])[N:15]([CH3:14])[C:16]1[CH:17]=[CH:18][C:19]([S:22][C:23]([F:28])([F:27])[CH:24]([F:26])[F:25])=[CH:20][CH:21]=1)=[O:5].